Dataset: Catalyst prediction with 721,799 reactions and 888 catalyst types from USPTO. Task: Predict which catalyst facilitates the given reaction. (1) Reactant: [NH2:1][C:2]1[CH:3]=[C:4]2[C:8](=[CH:9][CH:10]=1)[C:7](=[O:11])[N:6]([CH2:12][C:13]([O:15][C:16]([CH3:19])([CH3:18])[CH3:17])=[O:14])[C:5]2=[O:20].N1C=CC=CC=1.[CH3:27][S:28](Cl)(=[O:30])=[O:29]. Product: [CH3:27][S:28]([NH:1][C:2]1[CH:3]=[C:4]2[C:8](=[CH:9][CH:10]=1)[C:7](=[O:11])[N:6]([CH2:12][C:13]([O:15][C:16]([CH3:17])([CH3:19])[CH3:18])=[O:14])[C:5]2=[O:20])(=[O:30])=[O:29]. The catalyst class is: 1. (2) Reactant: Br[C:2]1[CH:11]=[CH:10][C:5]([C:6]([O:8]C)=[O:7])=[C:4]([NH:12][C:13]2[CH:18]=[CH:17][C:16]([F:19])=[CH:15][CH:14]=2)[CH:3]=1.[CH3:20][O:21][C:22]1[CH:27]=[CH:26][C:25](B(O)O)=[CH:24][CH:23]=1.C(=O)([O-])[O-].[Na+].[Na+]. The catalyst class is: 80. Product: [F:19][C:16]1[CH:17]=[CH:18][C:13]([NH:12][C:4]2[CH:3]=[C:2]([C:25]3[CH:26]=[CH:27][C:22]([O:21][CH3:20])=[CH:23][CH:24]=3)[CH:11]=[CH:10][C:5]=2[C:6]([OH:8])=[O:7])=[CH:14][CH:15]=1. (3) Reactant: Cl[C:2]1[C:3]2[S:10][C:9]([S:11][CH3:12])=[N:8][C:4]=2[N:5]=[CH:6][N:7]=1.[F:13][C:14]1[CH:20]=[CH:19][C:17]([NH2:18])=[CH:16][C:15]=1[Cl:21].C(N(C(C)C)CC)(C)C. Product: [Cl:21][C:15]1[CH:16]=[C:17]([NH:18][C:2]2[C:3]3[S:10][C:9]([S:11][CH3:12])=[N:8][C:4]=3[N:5]=[CH:6][N:7]=2)[CH:19]=[CH:20][C:14]=1[F:13]. The catalyst class is: 32.